This data is from Full USPTO retrosynthesis dataset with 1.9M reactions from patents (1976-2016). The task is: Predict the reactants needed to synthesize the given product. (1) The reactants are: [O:1]=[S:2]1(=[O:18])[CH2:6][CH2:5][CH2:4][N:3]1[C:7]1[CH:16]=[CH:15][C:10]([C:11]([O:13]C)=O)=[C:9]([CH3:17])[N:8]=1.[CH:19]1([C:22]2[C:23]([N:31]3[CH2:36][CH2:35][NH:34][CH2:33][CH2:32]3)=[N:24][CH:25]=[C:26]([CH:28]3[CH2:30][CH2:29]3)[CH:27]=2)[CH2:21][CH2:20]1. Given the product [CH:19]1([C:22]2[C:23]([N:31]3[CH2:32][CH2:33][N:34]([C:11]([C:10]4[C:9]([CH3:17])=[N:8][C:7]([N:3]5[CH2:4][CH2:5][CH2:6][S:2]5(=[O:1])=[O:18])=[CH:16][CH:15]=4)=[O:13])[CH2:35][CH2:36]3)=[N:24][CH:25]=[C:26]([CH:28]3[CH2:30][CH2:29]3)[CH:27]=2)[CH2:20][CH2:21]1, predict the reactants needed to synthesize it. (2) The reactants are: Cl.[NH:2]1[CH2:5][CH:4]([C:6]2[CH:27]=[CH:26][C:9]3[C:10]4[N:14]([CH2:15][CH2:16][O:17][C:8]=3[CH:7]=2)[CH:13]=[C:12]([C:18]2[N:19]([CH:23]([CH3:25])[CH3:24])[N:20]=[CH:21][N:22]=2)[N:11]=4)[CH2:3]1.[O-]P([O-])([O-])=O.[Na+].[Na+].[Na+].[CH3:36][NH:37][C:38](=[O:41])[CH2:39]Cl. Given the product [CH:23]([N:19]1[C:18]([C:12]2[N:11]=[C:10]3[C:9]4[CH:26]=[CH:27][C:6]([CH:4]5[CH2:3][N:2]([CH2:39][C:38]([NH:37][CH3:36])=[O:41])[CH2:5]5)=[CH:7][C:8]=4[O:17][CH2:16][CH2:15][N:14]3[CH:13]=2)=[N:22][CH:21]=[N:20]1)([CH3:24])[CH3:25], predict the reactants needed to synthesize it. (3) Given the product [Cl:5][C:6]1[C:10]([CH3:11])=[CH:9][S:8][C:7]=1[CH2:12][Cl:3], predict the reactants needed to synthesize it. The reactants are: S(Cl)([Cl:3])=O.[Cl:5][C:6]1[C:10]([CH3:11])=[CH:9][S:8][C:7]=1[CH2:12]O.C(=O)([O-])O.[Na+]. (4) Given the product [Cl:22][C:4]1[CH:3]=[C:2]([N:23]2[CH2:28][CH2:27][CH2:26][CH2:25][CH2:24]2)[CH:21]=[CH:20][C:5]=1[CH2:6][CH:7]1[CH2:12][CH2:11][N:9]([CH:13]2[CH2:14][CH2:15][CH2:16][CH2:17][CH2:18]2)[C:8]1=[O:19], predict the reactants needed to synthesize it. The reactants are: Br[C:2]1[CH:21]=[CH:20][C:5]([CH2:6][CH:7]2[CH2:12][CH2:11]C[N:9]([CH:13]3[CH2:18][CH2:17][CH2:16][CH2:15][CH2:14]3)[C:8]2=[O:19])=[C:4]([Cl:22])[CH:3]=1.[NH:23]1[CH2:28][CH2:27][CH2:26][CH2:25][CH2:24]1.C1(P(C2C=CC=CC=2)C2C=CC3C(=CC=CC=3)C=2C2C3C(=CC=CC=3)C=CC=2P(C2C=CC=CC=2)C2C=CC=CC=2)C=CC=CC=1.C(=O)([O-])[O-].[Cs+].[Cs+]. (5) Given the product [ClH:36].[CH3:1][C:2]1[C:3]([N:9]2[CH2:14][CH2:13][N:12]([C:15]([C:17]3[CH:22]=[CH:21][C:20]([N:23]4[CH:27]([CH3:28])[CH2:26][CH2:25][C:24]4=[O:29])=[CH:19][C:18]=3[N:30]3[CH2:34][CH2:33][CH2:32][C:31]3=[O:35])=[O:16])[CH2:11][CH2:10]2)=[N:4][CH:5]=[C:6]([CH3:8])[CH:7]=1, predict the reactants needed to synthesize it. The reactants are: [CH3:1][C:2]1[C:3]([N:9]2[CH2:14][CH2:13][N:12]([C:15]([C:17]3[CH:22]=[CH:21][C:20]([N:23]4[CH:27]([CH3:28])[CH2:26][CH2:25][C:24]4=[O:29])=[CH:19][C:18]=3[N:30]3[CH2:34][CH2:33][CH2:32][C:31]3=[O:35])=[O:16])[CH2:11][CH2:10]2)=[N:4][CH:5]=[C:6]([CH3:8])[CH:7]=1.[ClH:36].C(OCC)(=O)C.